This data is from Catalyst prediction with 721,799 reactions and 888 catalyst types from USPTO. The task is: Predict which catalyst facilitates the given reaction. Reactant: [Br:1][C:2]1[CH:7]=[CH:6][C:5]([S:8][CH2:9][CH3:10])=[CH:4][CH:3]=1.[Mn]([O-])(=O)(=O)=[O:12].[K+].[OH2:17]. Product: [Br:1][C:2]1[CH:7]=[CH:6][C:5]([S:8]([CH2:9][CH3:10])(=[O:12])=[O:17])=[CH:4][CH:3]=1. The catalyst class is: 15.